From a dataset of Full USPTO retrosynthesis dataset with 1.9M reactions from patents (1976-2016). Predict the reactants needed to synthesize the given product. (1) Given the product [CH3:24][C:23]1[CH:22]=[C:21]([CH3:25])[NH:20][C:19](=[O:26])[C:18]=1[CH2:17][NH:16][C:14]([C:4]1[C:5]2[CH:10]=[N:9][N:8]([CH:11]([CH3:13])[CH3:12])[C:6]=2[N:7]=[C:2]([NH:34][CH2:33][C:30]2[CH:31]=[CH:32][N:27]=[CH:28][CH:29]=2)[CH:3]=1)=[O:15], predict the reactants needed to synthesize it. The reactants are: Cl[C:2]1[CH:3]=[C:4]([C:14]([NH:16][CH2:17][C:18]2[C:19](=[O:26])[NH:20][C:21]([CH3:25])=[CH:22][C:23]=2[CH3:24])=[O:15])[C:5]2[CH:10]=[N:9][N:8]([CH:11]([CH3:13])[CH3:12])[C:6]=2[N:7]=1.[N:27]1[CH:32]=[CH:31][C:30]([CH2:33][NH2:34])=[CH:29][CH:28]=1. (2) The reactants are: [OH:1][C:2]12[CH2:11][CH:6]3[CH2:7][CH:8]([CH2:10][CH:4]([CH:5]3[O:12][C:13]([N:15]3[CH2:19][CH2:18][C@H:17](O)[CH2:16]3)=[O:14])[CH2:3]1)[CH2:9]2.[O:21]=[C:22]1[CH2:27][C:26]([C:28]#[N:29])=[CH:25][CH2:24][NH:23]1. Given the product [OH:1][C:2]12[CH2:3][CH:4]3[CH2:10][CH:8]([CH2:7][CH:6]([CH:5]3[O:12][C:13]([N:15]3[CH2:19][CH2:18][C@@H:17]([N:23]4[CH:24]=[CH:25][C:26]([C:28]#[N:29])=[CH:27][C:22]4=[O:21])[CH2:16]3)=[O:14])[CH2:11]1)[CH2:9]2, predict the reactants needed to synthesize it. (3) Given the product [Cl:10][C:11]1[CH:31]=[CH:30][C:14]([O:15][C:16]2[N:21]=[C:20]([CH3:22])[C:19]([N:23]=[CH:4][N:3]([CH2:1][CH3:2])[CH3:6])=[CH:18][C:17]=2[C:24]#[C:25][Si:26]([CH3:29])([CH3:27])[CH3:28])=[CH:13][C:12]=1[C:32]([F:34])([F:33])[F:35], predict the reactants needed to synthesize it. The reactants are: [CH2:1]([N:3]([CH3:6])[CH:4]=O)[CH3:2].[Cl-].[P+]=O.[Cl:10][C:11]1[CH:31]=[CH:30][C:14]([O:15][C:16]2[N:21]=[C:20]([CH3:22])[C:19]([NH2:23])=[CH:18][C:17]=2[C:24]#[C:25][Si:26]([CH3:29])([CH3:28])[CH3:27])=[CH:13][C:12]=1[C:32]([F:35])([F:34])[F:33].[OH-].[Na+]. (4) Given the product [CH2:21]([C:25]1[CH:30]=[CH:29][C:28]([NH:31][C:32]([N:18]2[CH2:19][CH2:20][CH:15]([C:6]3[C:5]4[C:10](=[CH:11][C:12]([O:13][CH3:14])=[C:3]([O:2][CH3:1])[CH:4]=4)[N:9]=[CH:8][N:7]=3)[CH2:16][CH2:17]2)=[O:33])=[CH:27][CH:26]=1)[CH2:22][CH2:23][CH3:24], predict the reactants needed to synthesize it. The reactants are: [CH3:1][O:2][C:3]1[CH:4]=[C:5]2[C:10](=[CH:11][C:12]=1[O:13][CH3:14])[N:9]=[CH:8][N:7]=[C:6]2[CH:15]1[CH2:20][CH2:19][NH:18][CH2:17][CH2:16]1.[CH2:21]([C:25]1[CH:30]=[CH:29][C:28]([N:31]=[C:32]=[O:33])=[CH:27][CH:26]=1)[CH2:22][CH2:23][CH3:24].